This data is from Forward reaction prediction with 1.9M reactions from USPTO patents (1976-2016). The task is: Predict the product of the given reaction. (1) Given the reactants [OH:1][C:2]1[CH:3]=[C:4]([CH:7]=[CH:8][C:9]=1I)[C:5]#[N:6].[O:11]1[CH:15]=[CH:14][CH:13]=[C:12]1[Sn](CCCC)(CCCC)CCCC, predict the reaction product. The product is: [O:11]1[CH:15]=[CH:14][CH:13]=[C:12]1[C:9]1[CH:8]=[CH:7][C:4]([C:5]#[N:6])=[CH:3][C:2]=1[OH:1]. (2) Given the reactants [CH3:1][C:2]1[C:6]2[CH:7]=[N:8][CH:9]=[CH:10][C:5]=2[S:4][C:3]=1[C:11]([O:13][CH2:14][CH3:15])=[O:12], predict the reaction product. The product is: [CH3:1][C:2]1[C:6]2[CH2:7][NH:8][CH2:9][CH2:10][C:5]=2[S:4][C:3]=1[C:11]([O:13][CH2:14][CH3:15])=[O:12]. (3) Given the reactants [C:1](=[O:8])([O:3][C:4]([CH3:7])([CH3:6])[CH3:5])[NH2:2].[OH-].[Na+].Cl[O:12]C(C)(C)C.CC[C@@H]1[C@@H]2C[C@H]([C@@H](OC3C4C(=CC=CC=4)C(O[C@@H](C4C=CN=C5C=4C=C(OC)C=C5)[C@@H]4N5C[C@H](CC)[C@@H](CC5)C4)=NN=3)C3C=CN=C4C=3C=C(OC)C=C4)N(CC2)C1.[Br:75][C:76]1[CH:77]=[N:78][CH:79]=[C:80](/[CH:82]=[CH:83]/[C:84]2[CH:89]=[C:88]([F:90])[CH:87]=[CH:86][C:85]=2[F:91])[CH:81]=1, predict the reaction product. The product is: [Br:75][C:76]1[CH:81]=[C:80]([C@@H:82]([NH:2][C:1](=[O:8])[O:3][C:4]([CH3:7])([CH3:6])[CH3:5])[C@@H:83]([C:84]2[CH:89]=[C:88]([F:90])[CH:87]=[CH:86][C:85]=2[F:91])[OH:12])[CH:79]=[N:78][CH:77]=1. (4) Given the reactants [CH3:1][O:2][C:3]1[CH:10]=[CH:9][C:6]([CH:7]=[O:8])=[CH:5][C:4]=1[C:11]1[C:20]([CH3:21])=[CH:19][C:18]2[C:17]([CH3:23])([CH3:22])[CH2:16][CH:15]([CH3:24])[CH:14]([CH3:25])[C:13]=2[CH:12]=1.[BH4-].[Na+], predict the reaction product. The product is: [CH3:1][O:2][C:3]1[CH:10]=[CH:9][C:6]([CH2:7][OH:8])=[CH:5][C:4]=1[C:11]1[C:20]([CH3:21])=[CH:19][C:18]2[C:17]([CH3:23])([CH3:22])[CH2:16][CH:15]([CH3:24])[CH:14]([CH3:25])[C:13]=2[CH:12]=1. (5) The product is: [C:13]([O:17][C:18]([N:20]1[CH2:21][CH:22]=[C:23]([O:26][S:34]([C:37]([F:40])([F:39])[F:38])(=[O:36])=[O:35])[CH2:24][CH2:25]1)=[O:19])([CH3:16])([CH3:14])[CH3:15]. Given the reactants C(NC(C)C)(C)C.C([Li])CCC.[C:13]([O:17][C:18]([N:20]1[CH2:25][CH2:24][C:23](=[O:26])[CH2:22][CH2:21]1)=[O:19])([CH3:16])([CH3:15])[CH3:14].C1C=CC(N([S:34]([C:37]([F:40])([F:39])[F:38])(=[O:36])=[O:35])[S:34]([C:37]([F:40])([F:39])[F:38])(=[O:36])=[O:35])=CC=1.C(=O)(O)[O-].[Na+], predict the reaction product. (6) Given the reactants [CH2:1]([O:3][C:4]([C:6]1[C:15](=[O:16])[C:14]2[C:9](=[CH:10][CH:11]=[C:12](I)[CH:13]=2)[N:8]([CH2:18][CH3:19])[CH:7]=1)=[O:5])[CH3:2].[CH2:20]([O:23][CH2:24][CH2:25][NH:26][C:27](=[O:33])[O:28][C:29]([CH3:32])([CH3:31])[CH3:30])[CH2:21][CH3:22], predict the reaction product. The product is: [CH2:1]([O:3][C:4]([C:6]1[C:15](=[O:16])[C:14]2[C:9](=[CH:10][CH:11]=[C:12]([C:22]#[C:21][CH2:20][O:23][CH2:24][CH2:25][NH:26][C:27]([O:28][C:29]([CH3:32])([CH3:31])[CH3:30])=[O:33])[CH:13]=2)[N:8]([CH2:18][CH3:19])[CH:7]=1)=[O:5])[CH3:2].